From a dataset of Experimental lipophilicity measurements (octanol/water distribution) for 4,200 compounds from AstraZeneca. Regression/Classification. Given a drug SMILES string, predict its absorption, distribution, metabolism, or excretion properties. Task type varies by dataset: regression for continuous measurements (e.g., permeability, clearance, half-life) or binary classification for categorical outcomes (e.g., BBB penetration, CYP inhibition). For this dataset (lipophilicity_astrazeneca), we predict Y. The Y is 0.580 logD. The drug is CC(C)(C)C(=O)N[C@H]1CCCCNC1=O.